From a dataset of Reaction yield outcomes from USPTO patents with 853,638 reactions. Predict the reaction yield, written as a fraction of the theoretical maximum amount of product (1.0 means a 100% yield; for example, 0.34 means a 34% yield). The reactants are [N+:1]([C:4]1[C:5]([NH2:14])=[CH:6][CH:7]=[C:8]2[C:13]=1[N:12]=[CH:11][CH:10]=[CH:9]2)([O-:3])=[O:2].[H-].[Na+].I[CH3:18].O. The catalyst is O1CCCC1. The product is [CH3:18][NH:14][C:5]1[C:4]([N+:1]([O-:3])=[O:2])=[C:13]2[C:8]([CH:9]=[CH:10][CH:11]=[N:12]2)=[CH:7][CH:6]=1. The yield is 0.790.